Dataset: Full USPTO retrosynthesis dataset with 1.9M reactions from patents (1976-2016). Task: Predict the reactants needed to synthesize the given product. (1) Given the product [C:27]([O:31][C:37](=[O:32])[NH:24][C:3]1[S:4][CH:5]=[CH:6][C:2]=1[CH3:1])([CH3:30])([CH3:29])[CH3:28], predict the reactants needed to synthesize it. The reactants are: [CH3:1][C:2]1[CH:6]=[CH:5][S:4][C:3]=1C(O)=O.C1(P([N:24]=[N+]=[N-])(C2C=CC=CC=2)=O)C=CC=CC=1.[C:27]([OH:31])([CH3:30])([CH3:29])[CH3:28].[O:32]1[CH2:37]COCC1. (2) Given the product [CH2:1]([C:3]1[CH:12]=[CH:11][C:6]2[N:7]([CH2:37][C:28]([OH:27])=[O:43])[C:8](=[N:10][C:18](=[O:19])[C:17]3[CH:21]=[CH:22][CH:23]=[C:15]([C:14]([F:25])([F:24])[F:13])[CH:16]=3)[S:9][C:5]=2[CH:4]=1)[CH3:2], predict the reactants needed to synthesize it. The reactants are: [CH2:1]([C:3]1[CH:12]=[CH:11][C:6]2[N:7]=[C:8]([NH2:10])[S:9][C:5]=2[CH:4]=1)[CH3:2].[F:13][C:14]([F:25])([F:24])[C:15]1[CH:16]=[C:17]([CH:21]=[CH:22][CH:23]=1)[C:18](Cl)=[O:19].C[O:27][C:28]1[CH:37]=CC2N=C(N)SC=2C=1.ClC1C=C(C=CC=1)C(Cl)=[O:43]. (3) Given the product [CH:1]12[O:8][CH:5]([CH2:6][CH2:7]1)[CH2:4][N:3]([C:9]1[C:14]([NH:15][C:16](=[O:22])[CH2:17][CH2:18][N:19]([CH3:21])[CH3:20])=[C:13]([NH:23][CH:24]([CH3:26])[CH3:25])[N:12]=[C:11]([C:41]3[CH:40]=[CH:39][C:38]([NH:37][C:35]([NH:34][C:30]4[CH:29]=[N:28][CH:33]=[CH:32][CH:31]=4)=[O:36])=[CH:43][CH:42]=3)[N:10]=1)[CH2:2]2, predict the reactants needed to synthesize it. The reactants are: [CH:1]12[O:8][CH:5]([CH2:6][CH2:7]1)[CH2:4][N:3]([C:9]1[C:14]([NH:15][C:16](=[O:22])[CH2:17][CH2:18][N:19]([CH3:21])[CH3:20])=[C:13]([NH:23][CH:24]([CH3:26])[CH3:25])[N:12]=[C:11](Cl)[N:10]=1)[CH2:2]2.[N:28]1[CH:33]=[CH:32][CH:31]=[C:30]([NH:34][C:35]([NH:37][C:38]2[CH:43]=[CH:42][C:41](B3OC(C)(C)C(C)(C)O3)=[CH:40][CH:39]=2)=[O:36])[CH:29]=1. (4) Given the product [Cl:1][C:2]1[CH:7]=[CH:6][C:5]([C:8]2[S:9][C:10]([CH2:14][O:15][CH2:16][CH:17]3[CH2:22][CH2:21][CH2:20][N:19]([C:31]4[CH:32]=[C:27]([CH:28]=[CH:29][CH:30]=4)[C:25]([O:24][CH3:23])=[O:26])[CH2:18]3)=[C:11]([CH3:13])[N:12]=2)=[CH:4][CH:3]=1, predict the reactants needed to synthesize it. The reactants are: [Cl:1][C:2]1[CH:7]=[CH:6][C:5]([C:8]2[S:9][C:10]([CH2:14][O:15][CH2:16][CH:17]3[CH2:22][CH2:21][CH2:20][NH:19][CH2:18]3)=[C:11]([CH3:13])[N:12]=2)=[CH:4][CH:3]=1.[CH3:23][O:24][C:25]([C:27]1[CH:28]=[C:29](OB(O)O)[CH:30]=[CH:31][CH:32]=1)=[O:26].